From a dataset of Forward reaction prediction with 1.9M reactions from USPTO patents (1976-2016). Predict the product of the given reaction. (1) Given the reactants [OH:1][CH2:2][CH2:3][CH2:4][CH2:5][NH:6][C:7](=[O:13])[O:8][C:9]([CH3:12])([CH3:11])[CH3:10].N1C=CC=CC=1.[C:20](OC(=O)C)(=[O:22])[CH3:21], predict the reaction product. The product is: [C:20]([O:1][CH2:2][CH2:3][CH2:4][CH2:5][NH:6][C:7]([O:8][C:9]([CH3:10])([CH3:12])[CH3:11])=[O:13])(=[O:22])[CH3:21]. (2) Given the reactants [Br:1][C:2]1[CH:7]=[CH:6][C:5]([C:8]2[O:12][N:11]=[C:10]([CH3:13])[C:9]=2[CH:14]=O)=[CH:4][CH:3]=1.[CH3:16][S:17]([NH2:20])(=[O:19])=[O:18].O.C1(C)C=CC(S(O)(=O)=O)=CC=1, predict the reaction product. The product is: [Br:1][C:2]1[CH:7]=[CH:6][C:5]([C:8]2[O:12][N:11]=[C:10]([CH3:13])[C:9]=2/[CH:14]=[N:20]/[S:17]([CH3:16])(=[O:19])=[O:18])=[CH:4][CH:3]=1.